This data is from Peptide-MHC class II binding affinity with 134,281 pairs from IEDB. The task is: Regression. Given a peptide amino acid sequence and an MHC pseudo amino acid sequence, predict their binding affinity value. This is MHC class II binding data. (1) The peptide sequence is YDKFLANVSEVLTGK. The MHC is DRB3_0202 with pseudo-sequence DRB3_0202. The binding affinity (normalized) is 0.856. (2) The peptide sequence is LGQTIRNSRWSSPDN. The MHC is DRB1_1101 with pseudo-sequence DRB1_1101. The binding affinity (normalized) is 0.452. (3) The peptide sequence is EHREVLQWKFDSQLARRH. The MHC is DRB1_0301 with pseudo-sequence DRB1_0301. The binding affinity (normalized) is 0.961. (4) The peptide sequence is DKLTGPFTVRYTTEG. The MHC is DRB1_0101 with pseudo-sequence DRB1_0101. The binding affinity (normalized) is 0.305.